From a dataset of Forward reaction prediction with 1.9M reactions from USPTO patents (1976-2016). Predict the product of the given reaction. Given the reactants [CH2:1]([O:8][C:9]1[CH:24]=[CH:23][C:12]([CH2:13][C:14]2[C:19]([CH3:20])=[CH:18][C:17]([OH:21])=[CH:16][C:15]=2[CH3:22])=[CH:11][C:10]=1[S:25]([C:28]1[CH:33]=[CH:32][C:31]([F:34])=[CH:30][CH:29]=1)(=[O:27])=[O:26])[C:2]1[CH:7]=[CH:6][CH:5]=[CH:4][CH:3]=1.[CH3:35][C:36]([CH3:43])(Br)[C:37]([O:39][CH2:40][CH3:41])=[O:38], predict the reaction product. The product is: [CH2:1]([O:8][C:9]1[CH:24]=[CH:23][C:12]([CH2:13][C:14]2[C:19]([CH3:20])=[CH:18][C:17]([O:21][C:36]([CH3:43])([CH3:35])[C:37]([O:39][CH2:40][CH3:41])=[O:38])=[CH:16][C:15]=2[CH3:22])=[CH:11][C:10]=1[S:25]([C:28]1[CH:33]=[CH:32][C:31]([F:34])=[CH:30][CH:29]=1)(=[O:26])=[O:27])[C:2]1[CH:3]=[CH:4][CH:5]=[CH:6][CH:7]=1.